This data is from Forward reaction prediction with 1.9M reactions from USPTO patents (1976-2016). The task is: Predict the product of the given reaction. Given the reactants [C:1]([C:3]1[CH:8]=[CH:7][C:6]([N:9]2[C:13]([C:14]3[CH:19]=[CH:18][C:17]([CH3:20])=[CH:16][CH:15]=3)=[CH:12][C:11]([NH:21][C:22](=[O:28])[O:23][C:24]([CH3:27])([CH3:26])[CH3:25])=[N:10]2)=[CH:5][CH:4]=1)#[N:2].CC1C=CC(S(O[CH2:40][C@@H:41]2[CH2:45][CH2:44][N:43]([C:46]([O:48][C:49]([CH3:52])([CH3:51])[CH3:50])=[O:47])[CH2:42]2)(=O)=O)=CC=1, predict the reaction product. The product is: [C:1]([C:3]1[CH:4]=[CH:5][C:6]([N:9]2[C:13]([C:14]3[CH:19]=[CH:18][C:17]([CH3:20])=[CH:16][CH:15]=3)=[CH:12][C:11]([N:21]([CH2:40][C@@H:41]3[CH2:45][CH2:44][N:43]([C:46]([O:48][C:49]([CH3:50])([CH3:52])[CH3:51])=[O:47])[CH2:42]3)[C:22]([O:23][C:24]([CH3:25])([CH3:27])[CH3:26])=[O:28])=[N:10]2)=[CH:7][CH:8]=1)#[N:2].